From a dataset of Forward reaction prediction with 1.9M reactions from USPTO patents (1976-2016). Predict the product of the given reaction. (1) Given the reactants [NH2:1][C:2]1[CH:7]=[CH:6][C:5]([C:8](=[O:10])[CH3:9])=[CH:4][CH:3]=1.C(N(CC)CC)C.[C:18](Cl)(=[O:20])[CH3:19], predict the reaction product. The product is: [C:8]([C:5]1[CH:6]=[CH:7][C:2]([NH:1][C:18](=[O:20])[CH3:19])=[CH:3][CH:4]=1)(=[O:10])[CH3:9]. (2) Given the reactants [CH2:1]([C:12]1[N:16]=[C:15]([C:17]2[CH:18]=[C:19]([CH:22]=[CH:23][CH:24]=2)[CH:20]=O)[O:14][N:13]=1)[CH2:2][CH2:3][CH2:4][CH2:5][CH2:6][CH2:7][CH2:8][CH2:9][CH2:10][CH3:11].Cl.[F:26][C:27]([F:40])([F:39])[S:28]([C:31]1[CH:38]=[CH:37][C:34]([CH2:35][NH2:36])=[CH:33][CH:32]=1)(=[O:30])=[O:29], predict the reaction product. The product is: [F:39][C:27]([F:26])([F:40])[S:28]([C:31]1[CH:38]=[CH:37][C:34]([CH2:35][NH:36][CH2:20][C:19]2[CH:22]=[CH:23][CH:24]=[C:17]([C:15]3[O:14][N:13]=[C:12]([CH2:1][CH2:2][CH2:3][CH2:4][CH2:5][CH2:6][CH2:7][CH2:8][CH2:9][CH2:10][CH3:11])[N:16]=3)[CH:18]=2)=[CH:33][CH:32]=1)(=[O:29])=[O:30]. (3) The product is: [CH3:29][N:2]([CH3:1])[C:3]1[C:12]2[C:7](=[CH:8][CH:9]=[CH:10][CH:11]=2)[C:6]([CH2:13][CH2:14][C:15](=[O:28])[CH2:16][C:17](=[O:27])[CH2:18][CH2:19][C:20]2[CH:25]=[CH:24][C:23]([OH:26])=[CH:22][CH:21]=2)=[CH:5][CH:4]=1. Given the reactants [CH3:1][N:2]([CH3:29])[C:3]1[C:12]2[C:7](=[CH:8][CH:9]=[CH:10][CH:11]=2)[C:6](/[CH:13]=[CH:14]/[C:15](=[O:28])[CH2:16][C:17](=[O:27])/[CH:18]=[CH:19]/[C:20]2[CH:25]=[CH:24][C:23]([OH:26])=[CH:22][CH:21]=2)=[CH:5][CH:4]=1.CN(C)C1C=CC(/C=C/C(=O)CC(=O)/C=C/C2C=CC(O)=C(OC)C=2)=CC=1, predict the reaction product. (4) Given the reactants C(P(C(C)(C)C)[C:6]1[CH:11]=[CH:10][CH:9]=[CH:8][C:7]=1[C:6]1[CH:11]=[CH:10][CH:9]=[CH:8][CH:7]=1)(C)(C)C.[Cl:22][C:23]1[CH:28]=[CH:27][C:26]([S:29]([N:32]2[CH2:37][CH2:36][NH:35][CH:34]([C:38]([N:40]3[CH2:45][CH2:44][N:43]([C:46]4[CH:51]=[C:50]([CH3:52])[CH:49]=[CH:48][C:47]=4[CH3:53])[CH2:42][CH2:41]3)=[O:39])[CH2:33]2)(=[O:31])=[O:30])=[CH:25][CH:24]=1.Cl.ClC1C=CC(S(N2CCNC(C(N3CCN(C4C=C(C)C=CC=4C)CC3)=O)C2)(=O)=O)=CC=1.BrC1C=CC=CC=1.C([O-])(O)=O.[Na+], predict the reaction product. The product is: [Cl:22][C:23]1[CH:24]=[CH:25][C:26]([S:29]([N:32]2[CH2:37][CH2:36][N:35]([C:6]3[CH:11]=[CH:10][CH:9]=[CH:8][CH:7]=3)[CH:34]([C:38]([N:40]3[CH2:41][CH2:42][N:43]([C:46]4[CH:51]=[C:50]([CH3:52])[CH:49]=[CH:48][C:47]=4[CH3:53])[CH2:44][CH2:45]3)=[O:39])[CH2:33]2)(=[O:30])=[O:31])=[CH:27][CH:28]=1.